Dataset: Forward reaction prediction with 1.9M reactions from USPTO patents (1976-2016). Task: Predict the product of the given reaction. (1) Given the reactants Br[C:2]1[CH:3]=[C:4]([CH:7]=[CH:8][CH:9]=1)[C:5]#[N:6].C([NH2:17])C1C=CC=CC=1.CC(C)([O-])C.[Na+].[C:24]1([CH3:30])[CH:29]=[CH:28][CH:27]=[CH:26][CH:25]=1, predict the reaction product. The product is: [CH2:30]([C:2]1[C:3]([NH2:17])=[C:4]([CH:7]=[CH:8][CH:9]=1)[C:5]#[N:6])[C:24]1[CH:29]=[CH:28][CH:27]=[CH:26][CH:25]=1. (2) Given the reactants [C:1]([NH:5][S:6]([C:9]1[CH:14]=[CH:13][C:12]([N:15]2[C:19]([CH2:20][CH:21]3[CH2:26][CH2:25][CH2:24][CH2:23][CH2:22]3)=[C:18]([CH3:27])[C:17]([C:28]([O:30][CH2:31][CH3:32])=[O:29])=[C:16]2Br)=[CH:11][C:10]=1[C:34]([F:37])([F:36])[F:35])(=[O:8])=[O:7])([CH3:4])([CH3:3])[CH3:2].[C:38]([Cu])#[N:39], predict the reaction product. The product is: [C:1]([NH:5][S:6]([C:9]1[CH:14]=[CH:13][C:12]([N:15]2[C:19]([CH2:20][CH:21]3[CH2:26][CH2:25][CH2:24][CH2:23][CH2:22]3)=[C:18]([CH3:27])[C:17]([C:28]([O:30][CH2:31][CH3:32])=[O:29])=[C:16]2[C:38]#[N:39])=[CH:11][C:10]=1[C:34]([F:37])([F:36])[F:35])(=[O:8])=[O:7])([CH3:4])([CH3:3])[CH3:2]. (3) Given the reactants [CH2:1]([O:8][C:9]1[CH:14]=[CH:13][NH:12][C:11](=[O:15])[CH:10]=1)[C:2]1[CH:7]=[CH:6][CH:5]=[CH:4][CH:3]=1.Br[C:17]1[CH:25]=[C:24]2[C:20]([C:21]3[CH2:30][CH2:29][N:28]([C:31]([O:33][C:34]([CH3:37])([CH3:36])[CH3:35])=[O:32])[CH2:27][C:22]=3[N:23]2[CH3:26])=[CH:19][CH:18]=1, predict the reaction product. The product is: [CH2:1]([O:8][C:9]1[CH:14]=[CH:13][N:12]([C:17]2[CH:25]=[C:24]3[C:20]([C:21]4[CH2:30][CH2:29][N:28]([C:31]([O:33][C:34]([CH3:37])([CH3:36])[CH3:35])=[O:32])[CH2:27][C:22]=4[N:23]3[CH3:26])=[CH:19][CH:18]=2)[C:11](=[O:15])[CH:10]=1)[C:2]1[CH:3]=[CH:4][CH:5]=[CH:6][CH:7]=1. (4) The product is: [CH2:22]([C:8]1[N:6]2[N:7]=[C:2]([C:24](=[O:26])[CH3:25])[CH:3]=[CH:4][C:5]2=[N:10][C:9]=1[CH2:11][N:12]1[CH:16]=[CH:15][N:14]=[C:13]1[C:17]1[S:18][CH:19]=[CH:20][N:21]=1)[CH3:23]. Given the reactants Cl[C:2]1[CH:3]=[CH:4][C:5]2[N:6]([C:8]([CH2:22][CH3:23])=[C:9]([CH2:11][N:12]3[CH:16]=[CH:15][N:14]=[C:13]3[C:17]3[S:18][CH:19]=[CH:20][N:21]=3)[N:10]=2)[N:7]=1.[CH2:24]([O:26]C([Sn](CCCC)(CCCC)CCCC)=C)[CH3:25].Cl.C(=O)([O-])[O-].[Na+].[Na+], predict the reaction product. (5) Given the reactants [CH2:1]([C:8]1[C:9](=[O:18])[NH:10][C:11]([CH2:15][CH2:16][CH3:17])=[N:12][C:13]=1[CH3:14])[C:2]1[CH:7]=[CH:6][CH:5]=[CH:4][CH:3]=1.Br[CH2:20][C:21]1[CH:26]=[CH:25][C:24]([C:27]2[C:28]([C:33]#[N:34])=[CH:29][CH:30]=[CH:31][CH:32]=2)=[CH:23][CH:22]=1.[H-].[Na+].C(OCC)(=O)C, predict the reaction product. The product is: [CH2:1]([C:8]1[C:9](=[O:18])[N:10]([CH2:20][C:21]2[CH:22]=[CH:23][C:24]([C:27]3[C:28]([C:33]#[N:34])=[CH:29][CH:30]=[CH:31][CH:32]=3)=[CH:25][CH:26]=2)[C:11]([CH2:15][CH2:16][CH3:17])=[N:12][C:13]=1[CH3:14])[C:2]1[CH:7]=[CH:6][CH:5]=[CH:4][CH:3]=1. (6) Given the reactants [CH3:1][C:2]1[CH:6]=[C:5]([CH3:7])[NH:4][N:3]=1.C([O-])([O-])=O.[K+].[K+].N[C@@H]1CCCC[C@H]1N.Br[C:23]1[CH:31]=[C:30]2[C:26]([CH2:27][CH2:28][CH:29]2[N:32]([CH3:34])[CH3:33])=[CH:25][CH:24]=1.C1(N)C(F)=C(F)C(F)=C(N)C=1F.[ClH:47].Cl, predict the reaction product. The product is: [ClH:47].[ClH:47].[CH3:1][C:2]1[CH:6]=[C:5]([CH3:7])[N:4]([C:23]2[CH:31]=[C:30]3[C:26]([CH2:27][CH2:28][CH:29]3[N:32]([CH3:34])[CH3:33])=[CH:25][CH:24]=2)[N:3]=1. (7) Given the reactants [C:1](Cl)([Cl:3])=[O:2].[NH2:5][C:6]1[CH:10]=[C:9]([C:11]([CH3:14])([CH3:13])[CH3:12])[O:8][C:7]=1[C:15]([O:17][CH3:18])=[O:16].[N:19]1[CH:24]=[CH:23][CH:22]=[CH:21][CH:20]=1, predict the reaction product. The product is: [C:15]([C:7]1[O:8][C:9]([C:11]([CH3:14])([CH3:13])[CH3:12])=[CH:10][C:6]=1[N:5]=[C:1]=[O:2])([O:17][CH3:18])=[O:16].[ClH:3].[NH+:19]1[CH:24]=[CH:23][CH:22]=[CH:21][CH:20]=1.